From a dataset of Full USPTO retrosynthesis dataset with 1.9M reactions from patents (1976-2016). Predict the reactants needed to synthesize the given product. (1) Given the product [ClH:1].[Cl:1][C:2]1[CH:3]=[CH:4][C:5]([O:26][CH2:27][CH:28]([CH3:30])[CH3:29])=[C:6]([CH2:8][N:9]2[C:13]([CH3:14])=[CH:12][C:11]([C:15]([NH:17][C:18]3[CH:19]=[CH:20][C:21]([CH2:24][N:31]4[CH2:35][CH2:34][C@@H:33]([OH:36])[CH2:32]4)=[CH:22][CH:23]=3)=[O:16])=[N:10]2)[CH:7]=1, predict the reactants needed to synthesize it. The reactants are: [Cl:1][C:2]1[CH:3]=[CH:4][C:5]([O:26][CH2:27][CH:28]([CH3:30])[CH3:29])=[C:6]([CH2:8][N:9]2[C:13]([CH3:14])=[CH:12][C:11]([C:15]([NH:17][C:18]3[CH:23]=[CH:22][C:21]([CH:24]=O)=[CH:20][CH:19]=3)=[O:16])=[N:10]2)[CH:7]=1.[NH:31]1[CH2:35][CH2:34][C@@H:33]([OH:36])[CH2:32]1.C(O[BH-](OC(=O)C)OC(=O)C)(=O)C.[Na+].C(OCC)(=O)C. (2) The reactants are: C(O[C:4]([C:6]1[C:7]([OH:28])=[C:8]2[C:20]([C:21]3[CH:26]=[CH:25][C:24]([F:27])=[CH:23][CH:22]=3)=[N:19][S:18][C:9]2=[C:10]([C:12]2[CH:17]=[CH:16][CH:15]=[CH:14][CH:13]=2)[N:11]=1)=[O:5])C.[NH2:29][CH2:30][C:31]([OH:33])=[O:32]. Given the product [F:27][C:24]1[CH:25]=[CH:26][C:21]([C:20]2[C:8]3[C:9](=[C:10]([C:12]4[CH:13]=[CH:14][CH:15]=[CH:16][CH:17]=4)[N:11]=[C:6]([C:4]([NH:29][CH2:30][C:31]([OH:33])=[O:32])=[O:5])[C:7]=3[OH:28])[S:18][N:19]=2)=[CH:22][CH:23]=1, predict the reactants needed to synthesize it. (3) Given the product [F:41][C:38]([F:39])([F:40])[S:36]([C:33]1[CH:34]=[CH:35][C:30](/[CH:29]=[CH:28]/[C:25]2[O:26][CH:27]=[C:23]([CH2:22][O:20][C:17]3[CH:16]=[CH:15][C:14]([CH2:13][S:10]([CH2:9][CH2:8][N:3]4[CH:7]=[CH:6][N:5]=[N:4]4)(=[O:12])=[O:11])=[CH:19][CH:18]=3)[N:24]=2)=[CH:31][CH:32]=1)=[O:37], predict the reactants needed to synthesize it. The reactants are: [H-].[Na+].[N:3]1([CH2:8][CH2:9][S:10]([CH2:13][C:14]2[CH:19]=[CH:18][C:17]([OH:20])=[CH:16][CH:15]=2)(=[O:12])=[O:11])[CH:7]=[CH:6][N:5]=[N:4]1.Cl[CH2:22][C:23]1[N:24]=[C:25]([CH:28]=[CH:29][C:30]2[CH:35]=[CH:34][C:33]([S:36]([C:38]([F:41])([F:40])[F:39])=[O:37])=[CH:32][CH:31]=2)[O:26][CH:27]=1.O.